This data is from Catalyst prediction with 721,799 reactions and 888 catalyst types from USPTO. The task is: Predict which catalyst facilitates the given reaction. (1) Reactant: [CH2:1]([NH2:6])[CH2:2][CH2:3][CH2:4][CH3:5].[NH2:7][C:8]1[N:13]=[C:12](Cl)[C:11]([CH2:15][C:16]2[CH:25]=[CH:24][C:19]([C:20]([O:22][CH3:23])=[O:21])=[CH:18][C:17]=2[F:26])=[C:10]([CH3:27])[N:9]=1. Product: [NH2:7][C:8]1[N:9]=[C:10]([CH3:27])[C:11]([CH2:15][C:16]2[CH:25]=[CH:24][C:19]([C:20]([O:22][CH3:23])=[O:21])=[CH:18][C:17]=2[F:26])=[C:12]([NH:6][CH2:1][CH2:2][CH2:3][CH2:4][CH3:5])[N:13]=1. The catalyst class is: 12. (2) Reactant: [Br:1][C:2]1[N:3]=[C:4](/[CH:16]=[N:17]/[S@:18]([C:20]([CH3:23])([CH3:22])[CH3:21])=[O:19])[N:5]([CH2:8][O:9][CH2:10][CH2:11][Si:12]([CH3:15])([CH3:14])[CH3:13])[C:6]=1[Br:7].[CH2:24]([Mg]Br)[CH:25]=[CH2:26]. Product: [Br:1][C:2]1[N:3]=[C:4]([C@@H:16]([NH:17][S:18]([C:20]([CH3:23])([CH3:22])[CH3:21])=[O:19])[CH2:26][CH:25]=[CH2:24])[N:5]([CH2:8][O:9][CH2:10][CH2:11][Si:12]([CH3:15])([CH3:13])[CH3:14])[C:6]=1[Br:7]. The catalyst class is: 1. (3) Reactant: Br[C:2]1[C:13]([Cl:14])=[CH:12][C:5]([O:6][CH2:7][CH2:8][CH2:9][CH2:10][OH:11])=[C:4]([S:15]([N:18]2[C:27]3[C:22](=[CH:23][CH:24]=[CH:25][CH:26]=3)[C:21]([CH3:29])([CH3:28])[CH2:20][CH2:19]2)(=[O:17])=[O:16])[CH:3]=1.[B:30]1([B:30]2[O:34][C:33]([CH3:36])([CH3:35])[C:32]([CH3:38])([CH3:37])[O:31]2)[O:34][C:33]([CH3:36])([CH3:35])[C:32]([CH3:38])([CH3:37])[O:31]1.C([O-])(=O)C.[K+]. Product: [Cl:14][C:13]1[C:2]([B:30]2[O:34][C:33]([CH3:36])([CH3:35])[C:32]([CH3:38])([CH3:37])[O:31]2)=[CH:3][C:4]([S:15]([N:18]2[C:27]3[C:22](=[CH:23][CH:24]=[CH:25][CH:26]=3)[C:21]([CH3:29])([CH3:28])[CH2:20][CH2:19]2)(=[O:17])=[O:16])=[C:5]([CH:12]=1)[O:6][CH2:7][CH2:8][CH2:9][CH2:10][OH:11]. The catalyst class is: 12. (4) Reactant: [CH3:1][O:2][CH2:3][C@@H:4]1[CH2:9][N:8]([CH2:10][C:11]2[N:12]=[C:13]([CH3:16])[O:14][CH:15]=2)[CH2:7][CH2:6][N:5]1C(OC(C)(C)C)=O.C(O)(C(F)(F)F)=O. Product: [CH3:1][O:2][CH2:3][C@H:4]1[NH:5][CH2:6][CH2:7][N:8]([CH2:10][C:11]2[N:12]=[C:13]([CH3:16])[O:14][CH:15]=2)[CH2:9]1. The catalyst class is: 2. (5) The catalyst class is: 8. Product: [C:10]([C:11]1[CH:12]=[C:13]([NH2:14])[N:1]([C:3]2[CH:8]=[CH:7][N:6]=[CH:5][CH:4]=2)[N:2]=1)([CH3:17])([CH3:16])[CH3:9]. Reactant: [NH:1]([C:3]1[CH:8]=[CH:7][N:6]=[CH:5][CH:4]=1)[NH2:2].[CH3:9][C:10]([CH3:17])([CH3:16])[C:11](=O)[CH2:12][C:13]#[N:14]. (6) Reactant: [SH:1][C:2]1[CH:7]=[CH:6][C:5]([S:8]([N:11]2[C:19]3[C:14](=[CH:15][CH:16]=[CH:17][CH:18]=3)[CH2:13][C@@H:12]2[C:20]([OH:22])=[O:21])(=[O:10])=[O:9])=[CH:4][CH:3]=1.[OH-].[Na+].O.Cl[CH2:27][C:28]1[N:29]=[C:30]([C:34]2[CH:39]=[CH:38][CH:37]=[CH:36][CH:35]=2)[O:31][C:32]=1[CH3:33]. Product: [CH3:33][C:32]1[O:31][C:30]([C:34]2[CH:35]=[CH:36][CH:37]=[CH:38][CH:39]=2)=[N:29][C:28]=1[CH2:27][S:1][C:2]1[CH:7]=[CH:6][C:5]([S:8]([N:11]2[C:19]3[C:14](=[CH:15][CH:16]=[CH:17][CH:18]=3)[CH2:13][C@@H:12]2[C:20]([OH:22])=[O:21])(=[O:10])=[O:9])=[CH:4][CH:3]=1. The catalyst class is: 12.